Predict the product of the given reaction. From a dataset of Forward reaction prediction with 1.9M reactions from USPTO patents (1976-2016). (1) Given the reactants [NH2:1][C:2]1[N:10]=[C:9]([O:11][CH2:12][CH2:13][CH2:14][CH3:15])[N:8]=[C:7]2[C:3]=1[N:4]=[C:5]([O:31]C)[N:6]2[CH2:16][CH2:17][CH2:18][NH:19][CH2:20][C:21]1[CH:26]=[CH:25][C:24]([CH2:27][C:28]([OH:30])=[O:29])=[CH:23][CH:22]=1.Cl.[CH3:34]O, predict the reaction product. The product is: [CH3:34][O:30][C:28](=[O:29])[CH2:27][C:24]1[CH:23]=[CH:22][C:21]([CH2:20][NH:19][CH2:18][CH2:17][CH2:16][N:6]2[C:5](=[O:31])[NH:4][C:3]3[C:7]2=[N:8][C:9]([O:11][CH2:12][CH2:13][CH2:14][CH3:15])=[N:10][C:2]=3[NH2:1])=[CH:26][CH:25]=1. (2) The product is: [CH2:19]([N:16]1[CH2:15][CH2:14][CH:13]([C:10]2[O:11][C:12]3[C:4]([C:1]([NH2:2])=[O:3])=[CH:5][CH:6]=[CH:7][C:8]=3[N:9]=2)[CH2:18][CH2:17]1)[CH2:29][CH3:30]. Given the reactants [C:1]([C:4]1[C:12]2[O:11][C:10]([CH:13]3[CH2:18][CH2:17][N:16]([C:19](OCC4C=CC=CC=4)=O)[CH2:15][CH2:14]3)=[N:9][C:8]=2[CH:7]=[CH:6][CH:5]=1)(=[O:3])[NH2:2].[CH:29](=O)[CH2:30]C.[H][H], predict the reaction product. (3) Given the reactants C(N(CC)CC)C.[CH2:8]([S:10]([CH2:13][CH2:14][CH2:15][OH:16])(=[O:12])=[O:11])[CH3:9].[C:17]1([CH3:27])[CH:22]=[CH:21][C:20]([S:23](Cl)(=[O:25])=[O:24])=[CH:19][CH:18]=1, predict the reaction product. The product is: [CH3:27][C:17]1[CH:22]=[CH:21][C:20]([S:23]([O:16][CH2:15][CH2:14][CH2:13][S:10]([CH2:8][CH3:9])(=[O:12])=[O:11])(=[O:25])=[O:24])=[CH:19][CH:18]=1. (4) Given the reactants [Cl:1][C:2]1[C:25]([Cl:26])=[CH:24][C:5]2[N:6]=[C:7]([CH2:9][CH:10]([C:17]3[CH:22]=[CH:21][C:20]([Cl:23])=[CH:19][CH:18]=3)[CH2:11][C:12]([O:14]CC)=[O:13])[NH:8][C:4]=2[CH:3]=1.[Cl:27]C1C(Cl)=CC(N)=C(N)C=1.C(N(CC)CC)C.ClC1C=CC(C2CC(=O)OC(=O)C2)=CC=1, predict the reaction product. The product is: [Cl:26][C:25]1[C:2]([Cl:1])=[CH:3][C:4]2[N:8]=[C:7]([CH2:9][CH:10]([C:17]3[CH:22]=[CH:21][C:20]([Cl:23])=[CH:19][CH:18]=3)[CH2:11][C:12]([OH:14])=[O:13])[NH:6][C:5]=2[CH:24]=1.[ClH:27]. (5) Given the reactants [NH2:1][C:2]1[N:3]([CH3:20])[C:4](=[O:19])[C:5]2([C:15]3[C:10](=[CH:11][CH:12]=[C:13](Br)[CH:14]=3)[O:9][C:8]([CH3:18])([CH3:17])[CH2:7]2)[N:6]=1.[C:21]([C:23]1[CH:24]=[C:25](B(O)O)[CH:26]=[CH:27][CH:28]=1)#[N:22].C([O-])([O-])=O.[Na+].[Na+], predict the reaction product. The product is: [NH2:1][C:2]1[N:3]([CH3:20])[C:4](=[O:19])[C:5]2([C:15]3[C:10](=[CH:11][CH:12]=[C:13]([C:27]4[CH:28]=[C:23]([CH:24]=[CH:25][CH:26]=4)[C:21]#[N:22])[CH:14]=3)[O:9][C:8]([CH3:18])([CH3:17])[CH2:7]2)[N:6]=1. (6) Given the reactants [NH2:1][C@H:2]1[CH2:6][CH2:5][N:4]([C:7]2[CH:8]=[C:9]3[C:14](=[CH:15][C:16]=2[F:17])[CH2:13][N:12]([C:18]([O:20][C:21]([CH3:24])([CH3:23])[CH3:22])=[O:19])[CH2:11][CH2:10]3)[C:3]1=[O:25].[Cl:26][C:27]1[CH:39]=[CH:38][C:30]2[CH:31]=[C:32]([S:34](Cl)(=[O:36])=[O:35])[S:33][C:29]=2[CH:28]=1, predict the reaction product. The product is: [Cl:26][C:27]1[CH:39]=[CH:38][C:30]2[CH:31]=[C:32]([S:34]([NH:1][C@H:2]3[CH2:6][CH2:5][N:4]([C:7]4[CH:8]=[C:9]5[C:14](=[CH:15][C:16]=4[F:17])[CH2:13][N:12]([C:18]([O:20][C:21]([CH3:22])([CH3:24])[CH3:23])=[O:19])[CH2:11][CH2:10]5)[C:3]3=[O:25])(=[O:35])=[O:36])[S:33][C:29]=2[CH:28]=1. (7) Given the reactants [CH:1]([C:4]1[CH:12]=[CH:11][C:7]([C:8]([OH:10])=[O:9])=[CH:6][CH:5]=1)([CH3:3])[CH3:2].[Mn]([O-])(=O)(=O)=[O:14].[K+], predict the reaction product. The product is: [OH:14][C:1]([C:4]1[CH:12]=[CH:11][C:7]([C:8]([OH:10])=[O:9])=[CH:6][CH:5]=1)([CH3:3])[CH3:2].